This data is from Full USPTO retrosynthesis dataset with 1.9M reactions from patents (1976-2016). The task is: Predict the reactants needed to synthesize the given product. (1) The reactants are: C(OC(=O)[NH:7][C:8]1[CH:13]=[CH:12][C:11]([C:14]2[CH:19]=[CH:18][CH:17]=[CH:16][C:15]=2[F:20])=[CH:10][C:9]=1[NH:21][C:22](=[O:33])[CH2:23][C:24]([C:26]1[S:27][C:28]([C:31]#[N:32])=[CH:29][CH:30]=1)=O)(C)(C)C.C(O)(C(F)(F)F)=O. Given the product [F:20][C:15]1[CH:16]=[CH:17][CH:18]=[CH:19][C:14]=1[C:11]1[CH:12]=[CH:13][C:8]2[N:7]=[C:24]([C:26]3[S:27][C:28]([C:31]#[N:32])=[CH:29][CH:30]=3)[CH2:23][C:22](=[O:33])[NH:21][C:9]=2[CH:10]=1, predict the reactants needed to synthesize it. (2) Given the product [P:13]([CH2:9][CH:8]([OH:10])[C:7]([CH3:12])([CH3:11])[CH3:6])([C:18]([CH3:21])([CH3:20])[CH3:19])([C:14]([CH3:17])([CH3:16])[CH3:15])=[O:24], predict the reactants needed to synthesize it. The reactants are: [Li]CCCC.[CH3:6][C:7]([CH3:12])([CH3:11])[CH:8]1[O:10][CH2:9]1.[PH:13]([C:18]([CH3:21])([CH3:20])[CH3:19])[C:14]([CH3:17])([CH3:16])[CH3:15].[NH4+].[Cl-].[OH:24]O. (3) Given the product [CH3:1][O:2][C:3](=[O:43])[CH2:4][C:5]1[C:6]([CH2:11][CH2:12][C:13]2[C:18]([C:19]([F:22])([F:20])[F:21])=[CH:17][N:16]=[C:15]([NH:23][C:24]3[CH:29]=[CH:28][C:27]([CH:30]4[CH2:35][CH2:34][N:33]([C:36]([O:38][C:39]([CH3:41])([CH3:40])[CH3:42])=[O:37])[CH2:32][CH2:31]4)=[CH:26][CH:25]=3)[N:14]=2)=[N:7][CH:8]=[CH:9][CH:10]=1, predict the reactants needed to synthesize it. The reactants are: [CH3:1][O:2][C:3](=[O:43])[CH2:4][C:5]1[C:6]([C:11]#[C:12][C:13]2[C:18]([C:19]([F:22])([F:21])[F:20])=[CH:17][N:16]=[C:15]([NH:23][C:24]3[CH:29]=[CH:28][C:27]([CH:30]4[CH2:35][CH2:34][N:33]([C:36]([O:38][C:39]([CH3:42])([CH3:41])[CH3:40])=[O:37])[CH2:32][CH2:31]4)=[CH:26][CH:25]=3)[N:14]=2)=[N:7][CH:8]=[CH:9][CH:10]=1. (4) Given the product [CH3:21][NH:22][C:2]1[CH:7]=[CH:6][C:5]([NH:8][S:9]([CH3:12])(=[O:11])=[O:10])=[CH:4][C:3]=1[N+:13]([O-:15])=[O:14], predict the reactants needed to synthesize it. The reactants are: F[C:2]1[CH:7]=[CH:6][C:5]([NH:8][S:9]([CH3:12])(=[O:11])=[O:10])=[CH:4][C:3]=1[N+:13]([O-:15])=[O:14].CC([O-])=O.[Na+].[CH3:21][NH2:22]. (5) Given the product [O:5]=[C:6]1[C@@H:9]([NH:10][C:18](=[O:25])[CH2:19][CH2:20][CH2:21][CH2:22][CH2:23][CH3:24])[CH2:8][NH:7]1, predict the reactants needed to synthesize it. The reactants are: C([O-])(=O)C.[O:5]=[C:6]1[C@@H:9]([NH3+:10])[CH2:8][NH:7]1.CCN(CC)CC.[C:18](Cl)(=[O:25])[CH2:19][CH2:20][CH2:21][CH2:22][CH2:23][CH3:24].